Predict the reaction yield, written as a fraction of the theoretical maximum amount of product (1.0 means a 100% yield; for example, 0.34 means a 34% yield). From a dataset of Reaction yield outcomes from USPTO patents with 853,638 reactions. (1) The reactants are [F:1][C:2]1[CH:10]=[CH:9][CH:8]=[CH:7][C:3]=1[C:4]([OH:6])=O.[F:11][C:12]1[CH:17]=[CH:16][C:15]([NH:18][C:19]([C:21]2[C:25]([NH2:26])=[CH:24][NH:23][N:22]=2)=[O:20])=[CH:14][CH:13]=1.C(Cl)CCl.C1C=CC2N(O)N=NC=2C=1. The catalyst is CS(C)=O. The product is [F:11][C:12]1[CH:13]=[CH:14][C:15]([NH:18][C:19]([C:21]2[C:25]([NH:26][C:4](=[O:6])[C:3]3[CH:7]=[CH:8][CH:9]=[CH:10][C:2]=3[F:1])=[CH:24][NH:23][N:22]=2)=[O:20])=[CH:16][CH:17]=1. The yield is 0.190. (2) The reactants are [F:1][C:2]1[CH:7]=[C:6]([O:8][CH3:9])[C:5]([O:10][CH3:11])=[CH:4][C:3]=1[CH:12](O)[C:13]([O:15][CH3:16])=[O:14].C(N(CC)CC)C.S([Cl:29])(C)(=O)=O. The catalyst is C(Cl)Cl. The product is [Cl:29][CH:12]([C:3]1[CH:4]=[C:5]([O:10][CH3:11])[C:6]([O:8][CH3:9])=[CH:7][C:2]=1[F:1])[C:13]([O:15][CH3:16])=[O:14]. The yield is 0.890. (3) The reactants are [CH3:1][C:2]1[O:6][C:5]([NH2:7])=[N:4][CH:3]=1.Br[C:9]1[C:10](=[O:17])[N:11]([CH3:16])[CH:12]=[C:13]([Br:15])[CH:14]=1.CC1(C)C2C(=C(P(C3C=CC=CC=3)C3C=CC=CC=3)C=CC=2)OC2C(P(C3C=CC=CC=3)C3C=CC=CC=3)=CC=CC1=2.C([O-])([O-])=O.[Cs+].[Cs+]. The catalyst is C1C=CC(/C=C/C(/C=C/C2C=CC=CC=2)=O)=CC=1.C1C=CC(/C=C/C(/C=C/C2C=CC=CC=2)=O)=CC=1.C1C=CC(/C=C/C(/C=C/C2C=CC=CC=2)=O)=CC=1.[Pd].[Pd].O1CCOCC1. The product is [Br:15][C:13]1[CH:14]=[C:9]([NH:7][C:5]2[O:6][C:2]([CH3:1])=[CH:3][N:4]=2)[C:10](=[O:17])[N:11]([CH3:16])[CH:12]=1. The yield is 0.880. (4) The reactants are N([O-])=O.[Na+].N[C:6]1[CH:11]=[CH:10][C:9]([N+:12]([O-:14])=[O:13])=[CH:8][C:7]=1[OH:15].C(OCC)(=O)C.[ClH:22]. The catalyst is O.[Cu]Cl. The product is [Cl:22][C:6]1[CH:11]=[CH:10][C:9]([N+:12]([O-:14])=[O:13])=[CH:8][C:7]=1[OH:15]. The yield is 0.920. (5) The reactants are I[C:2]1[CH:7]=[CH:6][N:5]=[CH:4][CH:3]=1.[Li]CCCC.CCCCCC.[NH:19]1[CH:23]=[C:22]([C:24]2[S:25][C:26]([C:29](=[O:32])[CH2:30][CH3:31])=[CH:27][N:28]=2)[CH:21]=[N:20]1. The catalyst is C1COCC1. The product is [NH:20]1[CH:21]=[C:22]([C:24]2[S:25][C:26]([C:29]([C:2]3[CH:7]=[CH:6][N:5]=[CH:4][CH:3]=3)([OH:32])[CH2:30][CH3:31])=[CH:27][N:28]=2)[CH:23]=[N:19]1. The yield is 0.0500. (6) The reactants are [Cl:1][C:2]1[CH:3]=[CH:4][C:5]([O:15][CH2:16][C:17]2[CH:22]=[CH:21][C:20]([Br:23])=[CH:19][C:18]=2[F:24])=[C:6]([C:8](=O)[CH2:9][CH2:10][C:11](=O)[CH3:12])[CH:7]=1.[CH3:25][O:26][C:27](=[O:39])[C:28]1[C:33]([NH:34][C:35](=[O:37])[CH3:36])=[CH:32][CH:31]=[C:30]([NH2:38])[CH:29]=1.CC1C=CC(S(O)(=O)=O)=CC=1. The catalyst is C(#N)C.C(Cl)Cl. The product is [CH3:25][O:26][C:27](=[O:39])[C:28]1[C:33]([NH:34][C:35](=[O:37])[CH3:36])=[CH:32][CH:31]=[C:30]([N:38]2[C:11]([CH3:12])=[CH:10][CH:9]=[C:8]2[C:6]2[CH:7]=[C:2]([Cl:1])[CH:3]=[CH:4][C:5]=2[O:15][CH2:16][C:17]2[CH:22]=[CH:21][C:20]([Br:23])=[CH:19][C:18]=2[F:24])[CH:29]=1. The yield is 0.610.